From a dataset of Full USPTO retrosynthesis dataset with 1.9M reactions from patents (1976-2016). Predict the reactants needed to synthesize the given product. (1) Given the product [C:1]([O:5][C:6]([NH:8][CH2:9][C:10]#[C:11][CH2:12][O:13][C:14]1[CH:19]=[CH:18][C:17]([NH2:20])=[CH:16][CH:15]=1)=[O:7])([CH3:4])([CH3:2])[CH3:3], predict the reactants needed to synthesize it. The reactants are: [C:1]([O:5][C:6]([NH:8][CH2:9][C:10]#[C:11][CH2:12][O:13][C:14]1[CH:19]=[CH:18][C:17]([N+:20]([O-])=O)=[CH:16][CH:15]=1)=[O:7])([CH3:4])([CH3:3])[CH3:2]. (2) Given the product [F:8][C:3]1[CH:4]=[CH:5][CH:6]=[CH:7][C:2]=1[C@:24]12[CH2:25][O:14][C@H:28]([CH3:27])[C@H:23]1[CH2:29][O:11][NH:10]2, predict the reactants needed to synthesize it. The reactants are: Br[C:2]1[CH:7]=[CH:6][CH:5]=[CH:4][C:3]=1[F:8].[Cl-].[NH4+:10].[OH2:11].C(OCC)(=[O:14])C.O1CCCC1.[C:23]1([CH3:29])[CH:28]=[CH:27]C=[CH:25][CH:24]=1. (3) Given the product [Cl:1][C:2]1[CH:3]=[C:4]([C@H:8]([O:22][CH2:23][CH2:24][O:25][S:34]([CH3:33])(=[O:36])=[O:35])[C@@H:9]2[CH2:14][CH2:13][CH2:12][N:11]([C:15]([O:17][C:18]([CH3:20])([CH3:21])[CH3:19])=[O:16])[CH2:10]2)[CH:5]=[CH:6][CH:7]=1, predict the reactants needed to synthesize it. The reactants are: [Cl:1][C:2]1[CH:3]=[C:4]([C@H:8]([O:22][CH2:23][CH2:24][OH:25])[C@@H:9]2[CH2:14][CH2:13][CH2:12][N:11]([C:15]([O:17][C:18]([CH3:21])([CH3:20])[CH3:19])=[O:16])[CH2:10]2)[CH:5]=[CH:6][CH:7]=1.CCN(CC)CC.[CH3:33][S:34](Cl)(=[O:36])=[O:35].O. (4) Given the product [C@H:22]1([NH:31][C:32]2[CH:41]=[CH:40][C:39]3[C:34](=[CH:35][CH:36]=[C:37]([NH:42][C:1]([NH:21][CH2:20][CH2:19][N:13]4[CH2:18][CH2:17][O:16][CH2:15][CH2:14]4)=[O:12])[CH:38]=3)[N:33]=2)[C:30]2[C:25](=[CH:26][CH:27]=[CH:28][CH:29]=2)[CH2:24][CH2:23]1, predict the reactants needed to synthesize it. The reactants are: [C:1](=[O:12])(OC(Cl)(Cl)Cl)OC(Cl)(Cl)Cl.[N:13]1([CH2:19][CH2:20][NH2:21])[CH2:18][CH2:17][O:16][CH2:15][CH2:14]1.[C@H:22]1([NH:31][C:32]2[CH:41]=[CH:40][C:39]3[C:34](=[CH:35][CH:36]=[C:37]([NH2:42])[CH:38]=3)[N:33]=2)[C:30]2[C:25](=[CH:26][CH:27]=[CH:28][CH:29]=2)[CH2:24][CH2:23]1. (5) Given the product [C:1]([O:5][C:6]([N:8]1[CH2:9][CH2:10][CH:11]([C:14]2[CH:19]=[CH:18][CH:17]=[CH:16][C:15]=2[O:20][CH2:23][CH2:22][Cl:21])[CH2:12][CH2:13]1)=[O:7])([CH3:4])([CH3:2])[CH3:3], predict the reactants needed to synthesize it. The reactants are: [C:1]([O:5][C:6]([N:8]1[CH2:13][CH2:12][CH:11]([C:14]2[CH:19]=[CH:18][CH:17]=[CH:16][C:15]=2[OH:20])[CH2:10][CH2:9]1)=[O:7])([CH3:4])([CH3:3])[CH3:2].[Cl:21][CH2:22][CH2:23]OS(C1C=CC(C)=CC=1)(=O)=O.C([O-])([O-])=O.[Cs+].[Cs+].